This data is from Forward reaction prediction with 1.9M reactions from USPTO patents (1976-2016). The task is: Predict the product of the given reaction. (1) Given the reactants Br[C:2]1[C:11]2[C:6](=[CH:7][CH:8]=[C:9]([C:12]3[CH:13]=[N:14][C:15]([CH3:18])=[CH:16][CH:17]=3)[CH:10]=2)[C:5](=[O:19])[N:4]([CH3:20])[CH:3]=1.[CH2:21]([S:23]([NH:26][C:27]1[CH:28]=[C:29](B(O)O)[CH:30]=[CH:31][CH:32]=1)(=[O:25])=[O:24])[CH3:22].[O-]P([O-])([O-])=O.[K+].[K+].[K+], predict the reaction product. The product is: [CH3:20][N:4]1[CH:3]=[C:2]([C:31]2[CH:32]=[C:27]([NH:26][S:23]([CH2:21][CH3:22])(=[O:24])=[O:25])[CH:28]=[CH:29][CH:30]=2)[C:11]2[C:6](=[CH:7][CH:8]=[C:9]([C:12]3[CH:13]=[N:14][C:15]([CH3:18])=[CH:16][CH:17]=3)[CH:10]=2)[C:5]1=[O:19]. (2) Given the reactants [CH:1](=[O:8])[C:2]1[CH:7]=[CH:6][CH:5]=[CH:4][CH:3]=1.[CH3:9][C:10]([C:12]1[CH:17]=[CH:16][C:15]([F:18])=[CH:14][CH:13]=1)=O, predict the reaction product. The product is: [F:18][C:15]1[CH:16]=[CH:17][C:12]([CH:10]=[CH:9][C:1]([C:2]2[CH:7]=[CH:6][CH:5]=[CH:4][CH:3]=2)=[O:8])=[CH:13][CH:14]=1. (3) Given the reactants [Cl:1][C:2]1[S:6][C:5]([NH:7][C:8](=[O:23])[N:9]([C@H:16]2[CH2:21][CH2:20][C@H:19](C)[CH2:18][CH2:17]2)[CH:10]2[CH2:15][CH2:14][NH:13][CH2:12][CH2:11]2)=[N:4][CH:3]=1.[C:24](O)(=[O:31])[CH2:25][CH2:26][CH2:27][C:28]([OH:30])=[O:29], predict the reaction product. The product is: [Cl:1][C:2]1[S:6][C:5]([NH:7][C:8](=[O:23])[N:9]([CH:10]2[CH2:15][CH2:14][N:13]([C:24](=[O:31])[CH2:25][CH2:26][CH2:27][C:28]([OH:30])=[O:29])[CH2:12][CH2:11]2)[CH:16]2[CH2:17][CH2:18][CH2:19][CH2:20][CH2:21]2)=[N:4][CH:3]=1. (4) Given the reactants C[O:2][C:3](=[O:20])[CH2:4][C:5]1[CH:10]=[CH:9][C:8]([N:11]2[C:19]3[CH:18]=[CH:17][N:16]=[CH:15][C:14]=3[N:13]=[CH:12]2)=[CH:7][CH:6]=1.[ClH:21], predict the reaction product. The product is: [N:11]1([C:8]2[CH:7]=[CH:6][C:5]([CH2:4][C:3]([OH:20])=[O:2])=[CH:10][CH:9]=2)[C:19]2[CH:18]=[CH:17][N:16]=[CH:15][C:14]=2[N:13]=[CH:12]1.[ClH:21].